From a dataset of Full USPTO retrosynthesis dataset with 1.9M reactions from patents (1976-2016). Predict the reactants needed to synthesize the given product. Given the product [CH2:1]([C:3]1[CH2:12][CH2:11][C:10]2[C:5]([CH:4]=1)=[CH:6][CH:7]=[C:8]([O:13][CH3:14])[CH:9]=2)[CH3:2], predict the reactants needed to synthesize it. The reactants are: [CH2:1]([CH:3]1[CH2:12][CH2:11][C:10]2[C:5](=[CH:6][CH:7]=[C:8]([O:13][CH3:14])[CH:9]=2)[C:4]1=O)[CH3:2].[BH4-].[Na+].Cl.